The task is: Predict the reactants needed to synthesize the given product.. This data is from Full USPTO retrosynthesis dataset with 1.9M reactions from patents (1976-2016). (1) Given the product [CH3:18][O:19][C:20]1[CH:21]=[C:22](/[C:23](=[CH:5]/[C:4]2[CH:7]=[C:8]([CH3:17])[C:9]([OH:10])=[C:2]([CH3:1])[CH:3]=2)/[C:24]#[N:25])[CH:26]=[CH:27][C:28]=1[O:29][CH3:30], predict the reactants needed to synthesize it. The reactants are: [CH3:1][C:2]1[CH:3]=[C:4]([CH:7]=[C:8]([CH3:17])[C:9]=1[O:10]COCCOC)[CH:5]=O.[CH3:18][O:19][C:20]1[CH:21]=[C:22]([CH:26]=[CH:27][C:28]=1[O:29][CH3:30])[CH2:23][C:24]#[N:25]. (2) Given the product [Br:21][C:17]1[CH:16]=[C:15]([C:7]2([C:9]3[CH:14]=[CH:13][CH:12]=[CH:11][N:10]=3)[C:23]3[CH:24]=[CH:25][CH:26]=[CH:27][C:22]=3[C:1]3[C:2]2=[CH:3][CH:4]=[CH:5][CH:6]=3)[CH:20]=[CH:19][CH:18]=1, predict the reactants needed to synthesize it. The reactants are: [C:1]1([C:22]2[CH:27]=[CH:26][CH:25]=[CH:24][CH:23]=2)[CH:6]=[CH:5][CH:4]=[CH:3][C:2]=1[C:7]([C:15]1[CH:20]=[CH:19][CH:18]=[C:17]([Br:21])[CH:16]=1)([C:9]1[CH:14]=[CH:13][CH:12]=[CH:11][N:10]=1)O.Cl. (3) Given the product [CH2:11]([O:13][C:14](=[O:45])[CH2:15][C:16]1([CH2:19][CH2:20][CH:21]([CH2:34][C:35]2[CH:36]=[CH:37][C:38]([C:41]([O:43][CH3:44])=[O:42])=[CH:39][CH:40]=2)[C:22]([OH:24])=[O:23])[CH2:18][CH2:17]1)[CH3:12], predict the reactants needed to synthesize it. The reactants are: C(N(CC)CC)C.C(O)=O.[CH2:11]([O:13][C:14](=[O:45])[CH2:15][C:16]1([CH2:19][CH2:20][C:21]([CH2:34][C:35]2[CH:40]=[CH:39][C:38]([C:41]([O:43][CH3:44])=[O:42])=[CH:37][CH:36]=2)(C(OCC=C)=O)[C:22]([O:24]CC=C)=[O:23])[CH2:18][CH2:17]1)[CH3:12].C1(P(C2C=CC=CC=2)C2C=CC=CC=2)C=CC=CC=1.